Dataset: Catalyst prediction with 721,799 reactions and 888 catalyst types from USPTO. Task: Predict which catalyst facilitates the given reaction. Reactant: [NH2:1][C:2]1[C:3]([NH:12][CH3:13])=[C:4]([CH:9]=[CH:10][CH:11]=1)[C:5]([O:7][CH3:8])=[O:6].[C:14](N1C=CN=C1)(N1C=CN=C1)=[O:15]. Product: [CH3:13][N:12]1[C:3]2[C:4]([C:5]([O:7][CH3:8])=[O:6])=[CH:9][CH:10]=[CH:11][C:2]=2[NH:1][C:14]1=[O:15]. The catalyst class is: 7.